From a dataset of Peptide-MHC class I binding affinity with 185,985 pairs from IEDB/IMGT. Regression. Given a peptide amino acid sequence and an MHC pseudo amino acid sequence, predict their binding affinity value. This is MHC class I binding data. The peptide sequence is YVYFYDLSY. The MHC is HLA-B15:17 with pseudo-sequence HLA-B15:17. The binding affinity (normalized) is 1.00.